From a dataset of HIV replication inhibition screening data with 41,000+ compounds from the AIDS Antiviral Screen. Binary Classification. Given a drug SMILES string, predict its activity (active/inactive) in a high-throughput screening assay against a specified biological target. (1) The drug is CC[Sn](CC)(OC(=O)c1ccc(OC)c(OC)c1OC)OC(=O)c1ccc(OC)c(OC)c1OC. The result is 0 (inactive). (2) The drug is COc1ccc(NC(=O)CC(=O)N2N=C(N(c3ccccc3)c3ccccc3)CC2c2ccccc2)cc1. The result is 0 (inactive). (3) The drug is SCCSCCCSCCS. The result is 0 (inactive). (4) The molecule is CC12CCC(C(=O)OC1=O)C2(C)C. The result is 0 (inactive).